From a dataset of Forward reaction prediction with 1.9M reactions from USPTO patents (1976-2016). Predict the product of the given reaction. The product is: [F:45][C:42]1([F:44])[O:41][C:40]2[CH:46]=[CH:47][C:37]([C:34]3([C:32]([NH:31][C:29]4[N:30]=[C:21]([C:17]5[CH:16]=[C:15]([CH:20]=[CH:19][CH:18]=5)[C:13]([OH:14])=[O:12])[C:22]([C:23]([O:25][CH3:26])=[O:24])=[CH:27][CH:28]=4)=[O:33])[CH2:36][CH2:35]3)=[CH:38][C:39]=2[O:43]1. Given the reactants C(O)(C(F)(F)F)=O.C([O:12][C:13]([C:15]1[CH:16]=[C:17]([C:21]2[N:30]=[C:29]([NH:31][C:32]([C:34]3([C:37]4[CH:47]=[CH:46][C:40]5[O:41][C:42]([F:45])([F:44])[O:43][C:39]=5[CH:38]=4)[CH2:36][CH2:35]3)=[O:33])[CH:28]=[CH:27][C:22]=2[C:23]([O:25][CH3:26])=[O:24])[CH:18]=[CH:19][CH:20]=1)=[O:14])(C)(C)C, predict the reaction product.